Predict which catalyst facilitates the given reaction. From a dataset of Catalyst prediction with 721,799 reactions and 888 catalyst types from USPTO. (1) Reactant: [NH2:1][C:2]1[N:3]=[C:4]([N:18]2[CH2:26][CH:25]3[CH:20]([N:21]([C:27]([O:29][C:30]([CH3:33])([CH3:32])[CH3:31])=[O:28])[CH2:22][CH2:23][CH2:24]3)[CH2:19]2)[C:5]2[CH2:12][CH2:11][O:10][C:9]3[CH:13]=[C:14](I)[CH:15]=[CH:16][C:8]=3[C:6]=2[N:7]=1.C(N(CC)CC)C.[C]=O. Product: [NH2:1][C:2]1[N:3]=[C:4]([N:18]2[CH2:26][CH:25]3[CH:20]([N:21]([C:27]([O:29][C:30]([CH3:33])([CH3:32])[CH3:31])=[O:28])[CH2:22][CH2:23][CH2:24]3)[CH2:19]2)[C:5]2[CH2:12][CH2:11][O:10][C:9]3[CH:13]=[C:14]([C:27]([O:29][CH3:30])=[O:28])[CH:15]=[CH:16][C:8]=3[C:6]=2[N:7]=1. The catalyst class is: 5. (2) Reactant: [Cl:1][C:2]1[N:7]=[C:6]([NH:8][C@H:9]([C:11]2[CH:16]=[CH:15][C:14]([F:17])=[CH:13][CH:12]=2)[CH3:10])[CH:5]=[C:4]([C:18]2[CH:19]=[N:20][N:21]([CH3:23])[CH:22]=2)[CH:3]=1.[H-].[Na+].[CH3:26]I.O. Product: [Cl:1][C:2]1[N:7]=[C:6]([N:8]([C@H:9]([C:11]2[CH:16]=[CH:15][C:14]([F:17])=[CH:13][CH:12]=2)[CH3:10])[CH3:26])[CH:5]=[C:4]([C:18]2[CH:19]=[N:20][N:21]([CH3:23])[CH:22]=2)[CH:3]=1. The catalyst class is: 7. (3) Reactant: [CH3:1][C:2]1[C:7]2[O:8][C@@:9]([CH2:13][CH2:14][CH2:15][CH:16]([CH2:18][CH2:19][CH2:20][CH:21]([CH2:23][CH:24]([CH3:26])[CH3:25])[CH3:22])[CH3:17])([CH3:12])[CH2:10][CH2:11][C:6]=2[C:5]([CH3:27])=[C:4]([O:28][C:29]([CH2:31][CH2:32][C:33]([OH:35])=[O:34])=[O:30])[C:3]=1[CH3:36].CCCCCCCC(OCC(O)CO)=O.C[C:53]1[CH:58]=[C:57]([OH:59])[CH:56]=[C:55]2[CH2:60][CH2:61][C@:62]([CH2:65][CH2:66][CH2:67][C@@H:68]([CH2:70][CH2:71][CH2:72][C@@H:73]([CH2:75][CH2:76][CH2:77][CH:78]([CH3:80])[CH3:79])[CH3:74])[CH3:69])([CH3:64])[O:63][C:54]=12.CC[C@H]1OC(=O)[C@H](C)[C@@H](O[C@@H]2O[C@@H](C)[C@H](O)[C@@](OC)(C)C2)[C@H](C)[C@@H](O[C@@H]2O[C@H](C)C[C@H](N(C)C)[C@H]2O)[C@@](OC)(C)C[C@@H](C)C(=O)[C@H](C)[C@@H](O)[C@@]1(O)C. Product: [CH3:74][C@H:73]([CH2:75][CH2:76][CH2:77][CH:78]([CH3:80])[CH3:79])[CH2:72][CH2:71][CH2:70][C@H:68]([CH2:67][CH2:66][CH2:65][C@@:62]1([CH3:64])[O:63][C:54]2[CH:53]=[CH:58][C:57]([OH:59])=[CH:56][C:55]=2[CH2:60][CH2:61]1)[CH3:69].[CH3:1][C:2]1[C:7]2[O:8][C@@:9]([CH2:13][CH2:14][CH2:15][CH:16]([CH2:18][CH2:19][CH2:20][CH:21]([CH2:23][CH:24]([CH3:25])[CH3:26])[CH3:22])[CH3:17])([CH3:12])[CH2:10][CH2:11][C:6]=2[C:5]([CH3:27])=[C:4]([O:28][C:29]([CH2:31][CH2:32][C:33]([OH:35])=[O:34])=[O:30])[C:3]=1[CH3:36]. The catalyst class is: 8. (4) The catalyst class is: 4. Reactant: [I:1]N1C(=O)CCC1=O.[O:9]=[C:10]1[C:15]([NH:16][C:17](=[O:26])[O:18][CH2:19][C:20]2[CH:25]=[CH:24][CH:23]=[CH:22][CH:21]=2)=[CH:14][CH:13]=[CH:12][NH:11]1. Product: [I:1][C:13]1[CH:14]=[C:15]([NH:16][C:17](=[O:26])[O:18][CH2:19][C:20]2[CH:25]=[CH:24][CH:23]=[CH:22][CH:21]=2)[C:10](=[O:9])[NH:11][CH:12]=1.